This data is from Reaction yield outcomes from USPTO patents with 853,638 reactions. The task is: Predict the reaction yield, written as a fraction of the theoretical maximum amount of product (1.0 means a 100% yield; for example, 0.34 means a 34% yield). (1) The catalyst is CN(C=O)C. The yield is 0.410. The product is [C:1]([C:5]1[CH:6]=[CH:7][C:8]([C:11]2[C:19]3[C:14](=[CH:15][CH:16]=[CH:17][CH:18]=3)[N:13]([CH2:48][C:39]3[CH:40]=[C:41]([O:43][CH2:44][CH2:45][O:46][CH3:47])[CH:42]=[C:37]([OH:36])[CH:38]=3)[C:12]=2[C:20]([O:22][CH2:23][C:24]2[CH:29]=[CH:28][CH:27]=[CH:26][CH:25]=2)=[O:21])=[CH:9][CH:10]=1)([CH3:4])([CH3:2])[CH3:3]. The reactants are [C:1]([C:5]1[CH:10]=[CH:9][C:8]([C:11]2[C:19]3[C:14](=[CH:15][CH:16]=[CH:17][CH:18]=3)[NH:13][C:12]=2[C:20]([O:22][CH2:23][C:24]2[CH:29]=[CH:28][CH:27]=[CH:26][CH:25]=2)=[O:21])=[CH:7][CH:6]=1)([CH3:4])([CH3:3])[CH3:2].C([O:36][C:37]1[CH:42]=[C:41]([O:43][CH2:44][CH2:45][O:46][CH3:47])[CH:40]=[C:39]([CH2:48]Cl)[CH:38]=1)(=O)C(C)(C)C.C([O-])([O-])=O.[K+].[K+].CCOC(C)=O. (2) The reactants are C([O:3][C:4]([C:6]1[CH:7]=[N:8][N:9]([C:11]2[NH:20][C:19](=[O:21])[C:18]3[C:13](=[CH:14][C:15]([O:24][CH3:25])=[C:16]([O:22][CH3:23])[CH:17]=3)[N:12]=2)[CH:10]=1)=[O:5])C.[OH-].[K+]. The catalyst is C1COCC1. The product is [CH3:23][O:22][C:16]1[CH:17]=[C:18]2[C:13](=[CH:14][C:15]=1[O:24][CH3:25])[N:12]=[C:11]([N:9]1[CH:10]=[C:6]([C:4]([OH:5])=[O:3])[CH:7]=[N:8]1)[NH:20][C:19]2=[O:21]. The yield is 0.890. (3) The reactants are [NH3:1].[CH2:2]([O:9][C:10]1[CH:15]=[CH:14][C:13]([N:16]2[C:22](=[O:23])[C:21]3[C:24](Cl)=[N:25][CH:26]=[N:27][C:20]=3[O:19][C@H:18]([CH3:29])[CH2:17]2)=[CH:12][CH:11]=1)[C:3]1[CH:8]=[CH:7][CH:6]=[CH:5][CH:4]=1. The catalyst is O1CCOCC1. The product is [NH2:1][C:24]1[C:21]2[C:22](=[O:23])[N:16]([C:13]3[CH:14]=[CH:15][C:10]([O:9][CH2:2][C:3]4[CH:8]=[CH:7][CH:6]=[CH:5][CH:4]=4)=[CH:11][CH:12]=3)[CH2:17][C@@H:18]([CH3:29])[O:19][C:20]=2[N:27]=[CH:26][N:25]=1. The yield is 0.890. (4) The reactants are [O:1]([C:8]1[N:13]=[CH:12][N:11]=[C:10]([NH2:14])[CH:9]=1)[C:2]1[CH:7]=[CH:6][CH:5]=[CH:4][CH:3]=1.[C:15](N1C=CC=CC1=O)(N1C=CC=CC1=O)=[S:16]. The catalyst is C(Cl)Cl. The product is [N:14]([C:10]1[CH:9]=[C:8]([O:1][C:2]2[CH:3]=[CH:4][CH:5]=[CH:6][CH:7]=2)[N:13]=[CH:12][N:11]=1)=[C:15]=[S:16]. The yield is 0.850. (5) The reactants are [CH:1]([O:4][C:5]1[CH:14]=[C:13]([C:15]([F:18])([F:17])[F:16])[C:12]2[C:7](=[CH:8][CH:9]=[C:10]3[NH:22][C@H:21]([CH3:23])[CH2:20][O:19][C:11]3=2)[N:6]=1)([CH3:3])[CH3:2].[BH4-].[Na+]. The catalyst is FC(F)(F)C(O)=O. The product is [CH:1]([O:4][C:5]1[CH:14]=[C:13]([C:15]([F:18])([F:17])[F:16])[C:12]2[C:7](=[CH:8][CH:9]=[C:10]3[N:22]([CH2:13][C:15]([F:18])([F:17])[F:16])[C@H:21]([CH3:23])[CH2:20][O:19][C:11]3=2)[N:6]=1)([CH3:3])[CH3:2]. The yield is 0.800. (6) The reactants are C[O:2][C:3]([C:5]1[S:9][C:8]([N:10]2[C:14]3[CH:15]=[C:16]([O:21][CH3:22])[C:17]([O:19][CH3:20])=[CH:18][C:13]=3[N:12]=[CH:11]2)=[N:7][C:6]=1Br)=[O:4].[CH3:24][O:25][C:26]1[CH:27]=[C:28](B(O)O)[CH:29]=[CH:30][C:31]=1[O:32][CH3:33]. No catalyst specified. The product is [CH3:20][O:19][C:17]1[C:16]([O:21][CH3:22])=[CH:15][C:14]2[N:10]([C:8]3[S:9][C:5]([C:3]([OH:2])=[O:4])=[C:6]([C:29]4[CH:28]=[CH:27][C:26]([O:25][CH3:24])=[C:31]([O:32][CH3:33])[CH:30]=4)[N:7]=3)[CH:11]=[N:12][C:13]=2[CH:18]=1. The yield is 0.600. (7) The reactants are [Cl:1][C:2]1[C:7]([CH3:8])=[CH:6][C:5]([NH:9][CH:10]2[CH2:15][CH2:14][N:13]([C@H:16]3[CH2:21][CH2:20][C@H:19]([O:22][CH2:23][CH3:24])[CH2:18][CH2:17]3)[CH2:12][CH2:11]2)=[C:4]([N+:25]([O-])=O)[CH:3]=1.O.NN. The catalyst is C(O)C.[Ni]. The product is [Cl:1][C:2]1[CH:3]=[C:4]([NH2:25])[C:5]([NH:9][CH:10]2[CH2:15][CH2:14][N:13]([C@H:16]3[CH2:21][CH2:20][C@H:19]([O:22][CH2:23][CH3:24])[CH2:18][CH2:17]3)[CH2:12][CH2:11]2)=[CH:6][C:7]=1[CH3:8]. The yield is 1.00.